Dataset: Catalyst prediction with 721,799 reactions and 888 catalyst types from USPTO. Task: Predict which catalyst facilitates the given reaction. Reactant: [NH2:1][C:2]1[CH:7]=[CH:6][C:5]([Br:8])=[CH:4][C:3]=1[C:9]([C:11]1[CH:16]=[CH:15][CH:14]=[CH:13][CH:12]=1)=O.[CH3:17][S:18]([CH2:21][C:22](=O)[CH3:23])(=[O:20])=[O:19].[Na]. Product: [Br:8][C:5]1[CH:4]=[C:3]2[C:2](=[CH:7][CH:6]=1)[N:1]=[C:22]([CH3:23])[C:21]([S:18]([CH3:17])(=[O:20])=[O:19])=[C:9]2[C:11]1[CH:16]=[CH:15][CH:14]=[CH:13][CH:12]=1. The catalyst class is: 41.